Dataset: TCR-epitope binding with 47,182 pairs between 192 epitopes and 23,139 TCRs. Task: Binary Classification. Given a T-cell receptor sequence (or CDR3 region) and an epitope sequence, predict whether binding occurs between them. (1) The epitope is SFHSLHLLF. The TCR CDR3 sequence is CASSLVGTAYNNEQFF. Result: 1 (the TCR binds to the epitope). (2) The epitope is KLSYGIATV. The TCR CDR3 sequence is CASSQGDDLINQPQHF. Result: 1 (the TCR binds to the epitope). (3) The epitope is TPINLVRDL. The TCR CDR3 sequence is CSVEGWTGGSYNEQFF. Result: 1 (the TCR binds to the epitope). (4) The epitope is YFPLQSYGF. The TCR CDR3 sequence is CASRSPDTGELFF. Result: 0 (the TCR does not bind to the epitope). (5) The epitope is RPPIFIRRL. The TCR CDR3 sequence is CASSWGQGDYGYTF. Result: 0 (the TCR does not bind to the epitope). (6) The epitope is RTLNAWVKV. The TCR CDR3 sequence is CASSQTTGPAGSSYNEQFF. Result: 0 (the TCR does not bind to the epitope). (7) The epitope is KMQRMLLEK. The TCR CDR3 sequence is CSAVGPPLHF. Result: 0 (the TCR does not bind to the epitope). (8) The epitope is LLFNKVTLA. The TCR CDR3 sequence is CASSLWEGASGNTIYF. Result: 0 (the TCR does not bind to the epitope).